Dataset: Forward reaction prediction with 1.9M reactions from USPTO patents (1976-2016). Task: Predict the product of the given reaction. (1) Given the reactants Cl[C:2]1[CH:3]=[C:4]([NH:10][C:11]2[CH:16]=[CH:15][C:14]([N:17]3[CH2:22][CH2:21][N:20]([CH:23]4[CH2:26][O:25][CH2:24]4)[CH2:19][C@@H:18]3[CH3:27])=[CH:13][N:12]=2)[C:5](=[O:9])[N:6]([CH3:8])[N:7]=1.[C:28]([O:31][CH2:32][C:33]1[C:34]([N:42]2[CH2:53][CH2:52][N:51]3[C:44](=[CH:45][C:46]4[CH2:47][C:48]([CH3:55])([CH3:54])[CH2:49][C:50]=43)[C:43]2=[O:56])=[N:35][CH:36]=[CH:37][C:38]=1B(O)O)(=[O:30])[CH3:29].C([O-])(=O)C.[Na+].[O-]P([O-])([O-])=O.[K+].[K+].[K+], predict the reaction product. The product is: [C:28]([O:31][CH2:32][C:33]1[C:34]([N:42]2[CH2:53][CH2:52][N:51]3[C:44](=[CH:45][C:46]4[CH2:47][C:48]([CH3:55])([CH3:54])[CH2:49][C:50]=43)[C:43]2=[O:56])=[N:35][CH:36]=[CH:37][C:38]=1[C:2]1[CH:3]=[C:4]([NH:10][C:11]2[CH:16]=[CH:15][C:14]([N:17]3[CH2:22][CH2:21][N:20]([CH:23]4[CH2:26][O:25][CH2:24]4)[CH2:19][C@@H:18]3[CH3:27])=[CH:13][N:12]=2)[C:5](=[O:9])[N:6]([CH3:8])[N:7]=1)(=[O:30])[CH3:29]. (2) Given the reactants CS(O)(=O)=O.[CH3:6][C:7]([CH3:9])=[O:8].[CH3:10][N:11]([CH:13]=[O:14])[CH3:12], predict the reaction product. The product is: [CH3:10][N:11]([CH:13]=[O:14])[CH3:12].[CH3:6][C:7]([CH3:9])=[O:8]. (3) The product is: [Cl:19][CH:18]([Cl:20])[C:16]([N:15]1[C@H:12]([CH2:13][OH:14])[C@@H:11]([C:8]2[CH:7]=[CH:6][C:5]([S:2]([CH3:1])(=[O:3])=[O:4])=[CH:10][CH:9]=2)[O:21][C:23]1=[O:24])=[O:17]. Given the reactants [CH3:1][S:2]([C:5]1[CH:6]=[CH:7][C:8]([C@@H:11]([OH:21])[C@H:12]([NH:15][C:16]([CH:18]([Cl:20])[Cl:19])=[O:17])[CH2:13][OH:14])=[CH:9][CH:10]=1)(=[O:4])=[O:3].Cl[C:23](OCC)=[O:24].C(N(CC)CC)C, predict the reaction product. (4) Given the reactants [CH:1]([N:4]1[C:8]([C:9]2[CH:10]=[C:11]3[C:16](=[CH:17][C:18]=2[C:19]([F:22])([F:21])[F:20])[NH:15][C:14](=[O:23])[N:13]([NH:24][S:25]([CH3:28])(=[O:27])=[O:26])[C:12]3=[O:29])=[CH:7][CH:6]=[N:5]1)([CH3:3])[CH3:2].[C:30](Cl)(=[O:34])[CH2:31][CH2:32][CH3:33], predict the reaction product. The product is: [C:30]([N:24]([N:13]1[C:12](=[O:29])[C:11]2[C:16](=[CH:17][C:18]([C:19]([F:21])([F:22])[F:20])=[C:9]([C:8]3[N:4]([CH:1]([CH3:3])[CH3:2])[N:5]=[CH:6][CH:7]=3)[CH:10]=2)[NH:15][C:14]1=[O:23])[S:25]([CH3:28])(=[O:26])=[O:27])(=[O:34])[CH2:31][CH2:32][CH3:33]. (5) Given the reactants Br[N:2]1[C:6](=O)[CH2:5][CH2:4][C:3]1=O.[Cl:9][C:10]1[CH:11]=[C:12]2[C:16](=[CH:17][CH:18]=1)[N:15]([CH2:19][C:20]([OH:22])=[O:21])[C:14]([CH3:23])=[C:13]2[C:24]1[C:33]2[C:28](=[CH:29][C:30]([Cl:34])=[CH:31][CH:32]=2)[N:27]=[CH:26][CH:25]=1.N1CCCC1, predict the reaction product. The product is: [Cl:9][C:10]1[CH:11]=[C:12]2[C:16](=[CH:17][CH:18]=1)[N:15]([CH2:19][C:20]([OH:22])=[O:21])[C:14]([CH2:23][N:2]1[CH2:6][CH2:5][CH2:4][CH2:3]1)=[C:13]2[C:24]1[C:33]2[CH2:32][CH:31]=[C:30]([Cl:34])[CH2:29][C:28]=2[N:27]=[CH:26][CH:25]=1. (6) Given the reactants [N:1]#[C:2][NH2:3].[Na].[CH3:5][C:6]1([CH3:21])[CH2:15][CH2:14][CH2:13][C:12]2[CH:11]=[C:10]([O:16][CH2:17][C@@H:18]3[CH2:20][O:19]3)[CH:9]=[CH:8][C:7]1=2, predict the reaction product. The product is: [CH3:21][C:6]1([CH3:5])[CH2:15][CH2:14][CH2:13][C:12]2[CH:11]=[C:10]([O:16][CH2:17][CH:18]3[O:19][C:2]([NH2:3])=[N:1][CH2:20]3)[CH:9]=[CH:8][C:7]1=2. (7) Given the reactants [CH:1]1([C:4]([NH:6][C:7]2[C:15]3[C:10](=[N:11][CH:12]=[C:13]([O:30][CH2:31][CH2:32][O:33][CH3:34])[C:14]=3[N:16]3[CH2:21][CH2:20][CH2:19][C@@H:18]([NH:22]C(=O)OC(C)(C)C)[CH2:17]3)[NH:9][CH:8]=2)=[O:5])[CH2:3][CH2:2]1.[ClH:35], predict the reaction product. The product is: [ClH:35].[NH2:22][C@@H:18]1[CH2:19][CH2:20][CH2:21][N:16]([C:14]2[C:13]([O:30][CH2:31][CH2:32][O:33][CH3:34])=[CH:12][N:11]=[C:10]3[NH:9][CH:8]=[C:7]([NH:6][C:4]([CH:1]4[CH2:2][CH2:3]4)=[O:5])[C:15]=23)[CH2:17]1.